Dataset: Peptide-MHC class I binding affinity with 185,985 pairs from IEDB/IMGT. Task: Regression. Given a peptide amino acid sequence and an MHC pseudo amino acid sequence, predict their binding affinity value. This is MHC class I binding data. (1) The peptide sequence is MASSALLWMA. The MHC is HLA-B58:01 with pseudo-sequence HLA-B58:01. The binding affinity (normalized) is 0.597. (2) The peptide sequence is VILKDPRIA. The MHC is HLA-A68:02 with pseudo-sequence HLA-A68:02. The binding affinity (normalized) is 0.0257. (3) The MHC is HLA-B51:01 with pseudo-sequence HLA-B51:01. The binding affinity (normalized) is 0.0847. The peptide sequence is KLLARFLFE. (4) The MHC is HLA-A26:02 with pseudo-sequence HLA-A26:02. The binding affinity (normalized) is 0.0847. The peptide sequence is QHSFMANRM.